This data is from Full USPTO retrosynthesis dataset with 1.9M reactions from patents (1976-2016). The task is: Predict the reactants needed to synthesize the given product. (1) Given the product [C:23]([N:3]1[C:4]2[CH:10]=[CH:9][CH:8]=[CH:7][C:5]=2[N:6]=[C:2]1[CH3:1])([O:22][C:19]([CH3:21])([CH3:20])[CH3:18])=[O:24], predict the reactants needed to synthesize it. The reactants are: [CH3:1][C:2]1[NH:3][C:4]2[CH:10]=[CH:9][CH:8]=[CH:7][C:5]=2[N:6]=1.C(N(CC)CC)C.[CH3:18][C:19]([O:22][C:23](O[C:23]([O:22][C:19]([CH3:21])([CH3:20])[CH3:18])=[O:24])=[O:24])([CH3:21])[CH3:20]. (2) Given the product [F:11][C:12]([F:16])([F:15])[CH2:13][O:14][C:2]1[CH:10]=[CH:9][C:5]([C:6]([OH:8])=[O:7])=[CH:4][N:3]=1, predict the reactants needed to synthesize it. The reactants are: Cl[C:2]1[CH:10]=[CH:9][C:5]([C:6]([OH:8])=[O:7])=[CH:4][N:3]=1.[F:11][C:12]([F:16])([F:15])[CH2:13][OH:14].[H-].[Na+].Cl. (3) The reactants are: OC[C@H](NC(=O)[C@H](C)CCCC1C=CC=CC=1)C1C=CC=CC=1.[CH3:24][C@@H:25]([CH2:29][CH2:30][CH2:31][C:32]1[CH:37]=[CH:36][CH:35]=[CH:34][CH:33]=1)[C:26]([OH:28])=[O:27]. Given the product [CH3:24][C@H:25]([CH2:29][CH2:30][CH2:31][C:32]1[CH:33]=[CH:34][CH:35]=[CH:36][CH:37]=1)[C:26]([OH:28])=[O:27], predict the reactants needed to synthesize it. (4) Given the product [CH2:1]([O:3][C:4](=[O:16])[CH2:5][N:6]1[C:14]2[C:9](=[CH:10][CH:11]=[C:12]([O:15][CH2:32][C:29]3[CH:30]=[N:31][C:26]([C:23]4[CH:22]=[CH:21][C:20]([O:19][C:18]([F:38])([F:17])[F:39])=[CH:25][CH:24]=4)=[CH:27][C:28]=3[C:34]([F:37])([F:35])[F:36])[CH:13]=2)[CH:8]=[CH:7]1)[CH3:2], predict the reactants needed to synthesize it. The reactants are: [CH2:1]([O:3][C:4](=[O:16])[CH2:5][N:6]1[C:14]2[C:9](=[CH:10][CH:11]=[C:12]([OH:15])[CH:13]=2)[CH:8]=[CH:7]1)[CH3:2].[F:17][C:18]([F:39])([F:38])[O:19][C:20]1[CH:25]=[CH:24][C:23]([C:26]2[N:31]=[CH:30][C:29]([CH2:32]O)=[C:28]([C:34]([F:37])([F:36])[F:35])[CH:27]=2)=[CH:22][CH:21]=1.C(P(CCCC)CCCC)CCC.CN(C)C(N=NC(N(C)C)=O)=O. (5) Given the product [CH3:8][O:9][C:10]1[CH:11]=[C:12]2[C:17](=[CH:18][C:19]=1[O:20][CH3:21])[N:16]=[CH:15][N:14]=[C:13]2[N:22]1[CH2:26][CH2:25][CH:24]([NH:27][C:45]([NH:44][C:41]2[CH:42]=[CH:43][C:38]([CH:35]([CH3:37])[CH3:36])=[CH:39][CH:40]=2)=[O:46])[CH2:23]1, predict the reactants needed to synthesize it. The reactants are: FC(F)(F)C(O)=O.[CH3:8][O:9][C:10]1[CH:11]=[C:12]2[C:17](=[CH:18][C:19]=1[O:20][CH3:21])[N:16]=[CH:15][N:14]=[C:13]2[N:22]1[CH2:26][CH2:25][CH:24]([NH2:27])[CH2:23]1.C(N(CC)CC)C.[CH:35]([C:38]1[CH:43]=[CH:42][C:41]([N:44]=[C:45]=[O:46])=[CH:40][CH:39]=1)([CH3:37])[CH3:36]. (6) Given the product [C:1]([N:9]1[CH2:14][CH2:13][N:12]([C:15](=[O:42])[C:16]([C:18]2[C:26]3[C:21](=[C:22]([C:29]4[N:30]=[CH:31][C:32]([C:35]([NH2:37])=[O:36])=[N:33][CH:34]=4)[N:23]=[CH:24][C:25]=3[O:27][CH3:28])[NH:20][CH:19]=2)=[O:17])[CH2:11][CH2:10]1)(=[O:8])[C:2]1[CH:7]=[CH:6][CH:5]=[CH:4][CH:3]=1, predict the reactants needed to synthesize it. The reactants are: [C:1]([N:9]1[CH2:14][CH2:13][N:12]([C:15](=[O:42])[C:16]([C:18]2[C:26]3[C:21](=[C:22]([C:29]4[N:30]=[CH:31][C:32]([C:35]([NH:37]C(C)(C)C)=[O:36])=[N:33][CH:34]=4)[N:23]=[CH:24][C:25]=3[O:27][CH3:28])[NH:20][CH:19]=2)=[O:17])[CH2:11][CH2:10]1)(=[O:8])[C:2]1[CH:7]=[CH:6][CH:5]=[CH:4][CH:3]=1. (7) Given the product [N:10]1[C:11]2[C:6](=[CH:5][CH:4]=[CH:3][C:2]=2[NH:1][S:18]([C:13]2[CH:14]=[CH:15][CH:16]=[CH:17][N:12]=2)(=[O:20])=[O:19])[CH:7]=[CH:8][CH:9]=1, predict the reactants needed to synthesize it. The reactants are: [NH2:1][C:2]1[CH:3]=[CH:4][CH:5]=[C:6]2[C:11]=1[N:10]=[CH:9][CH:8]=[CH:7]2.[N:12]1[CH:17]=[CH:16][CH:15]=[CH:14][C:13]=1[S:18](Cl)(=[O:20])=[O:19].